This data is from Catalyst prediction with 721,799 reactions and 888 catalyst types from USPTO. The task is: Predict which catalyst facilitates the given reaction. (1) Reactant: [C:1]([SiH2:5][O:6][C:7]([CH3:28])([CH3:27])[C:8]1[CH:9]=[C:10]([C:14]2[N:22]3[C:17]([CH:18]=[N:19][C:20](S(C)(=O)=O)=[N:21]3)=[CH:16][CH:15]=2)[CH:11]=[CH:12][CH:13]=1)([CH3:4])([CH3:3])[CH3:2].[OH-:29].[Na+].O.Cl. Product: [C:1]([SiH2:5][O:6][C:7]([CH3:28])([CH3:27])[C:8]1[CH:9]=[C:10]([C:14]2[N:22]3[C:17]([CH:18]=[N:19][C:20]([OH:29])=[N:21]3)=[CH:16][CH:15]=2)[CH:11]=[CH:12][CH:13]=1)([CH3:4])([CH3:3])[CH3:2]. The catalyst class is: 12. (2) Reactant: I[C:2]1[CH:3]=[C:4]([CH:7]=[C:8](I)[C:9]=1[O:10][CH2:11][O:12][CH2:13][CH2:14][O:15][CH3:16])[CH:5]=[O:6].[C:18]1(B(O)O)[CH:23]=[CH:22][CH:21]=[CH:20][CH:19]=1.O. Product: [CH3:16][O:15][CH2:14][CH2:13][O:12][CH2:11][O:10][C:9]1[C:8]([C:18]2[CH:23]=[CH:22][CH:21]=[CH:20][CH:19]=2)=[CH:7][C:4]([CH:5]=[O:6])=[CH:3][C:2]=1[C:2]1[CH:3]=[CH:4][CH:7]=[CH:8][CH:9]=1. The catalyst class is: 848. (3) Reactant: [Si:1]([O:8][CH2:9][C:10]1[N:11]=[CH:12][N:13]([C:15]2[CH:20]=[CH:19][CH:18]=[C:17]([N+:21]([O-])=O)[CH:16]=2)[CH:14]=1)([C:4]([CH3:7])([CH3:6])[CH3:5])([CH3:3])[CH3:2].[H][H]. Product: [Si:1]([O:8][CH2:9][C:10]1[N:11]=[CH:12][N:13]([C:15]2[CH:16]=[C:17]([CH:18]=[CH:19][CH:20]=2)[NH2:21])[CH:14]=1)([C:4]([CH3:7])([CH3:5])[CH3:6])([CH3:3])[CH3:2]. The catalyst class is: 19. (4) Reactant: F[C:2]1[CH:7]=[CH:6][C:5]([N+:8]([O-:10])=[O:9])=[CH:4][C:3]=1[CH3:11].C(N(CC)CC)C.[NH:19]1[CH2:24][CH2:23][O:22][CH2:21][CH2:20]1. Product: [CH3:11][C:3]1[CH:4]=[C:5]([N+:8]([O-:10])=[O:9])[CH:6]=[CH:7][C:2]=1[N:19]1[CH2:24][CH2:23][O:22][CH2:21][CH2:20]1. The catalyst class is: 245. (5) Reactant: [CH2:1]([O:3][C:4]1[CH:11]=[CH:10][C:7]([CH2:8]O)=[CH:6][C:5]=1[N+:12]([O-:14])=[O:13])[CH3:2].S(Cl)([Cl:17])=O. Product: [CH2:1]([O:3][C:4]1[CH:11]=[CH:10][C:7]([CH2:8][Cl:17])=[CH:6][C:5]=1[N+:12]([O-:14])=[O:13])[CH3:2]. The catalyst class is: 11.